This data is from Full USPTO retrosynthesis dataset with 1.9M reactions from patents (1976-2016). The task is: Predict the reactants needed to synthesize the given product. (1) Given the product [OH:1][C:2]1[N:7]2[N:8]=[C:9]([CH3:34])[CH:10]=[C:6]2[N:5]([CH2:11][CH2:12][CH:13]([CH3:14])[CH3:15])[C:4](=[O:16])[C:3]=1[C:17]1[NH:22][C:21]2[CH:23]=[CH:24][C:25]([NH:27][S:28]([CH3:31])(=[O:30])=[O:29])=[CH:26][C:20]=2[S:19](=[O:33])(=[O:32])[N:18]=1, predict the reactants needed to synthesize it. The reactants are: [OH:1][C:2]1[N:7]2[N:8]=[CH:9][CH:10]=[C:6]2[N:5]([CH2:11][CH2:12][CH:13]([CH3:15])[CH3:14])[C:4](=[O:16])[C:3]=1[C:17]1[NH:22][C:21]2[CH:23]=[CH:24][C:25]([NH:27][S:28]([CH3:31])(=[O:30])=[O:29])=[CH:26][C:20]=2[S:19](=[O:33])(=[O:32])[N:18]=1.[CH2:34](OC(C1C(=O)N2N=C(C)C=C2N(CCC(C)C)C1=O)=O)C. (2) Given the product [C:4]([O:6][CH2:7][CH2:8][N:9]=[C:10]=[O:11])(=[O:5])[CH:3]=[CH2:2], predict the reactants needed to synthesize it. The reactants are: Cl[CH2:2][CH2:3][C:4]([O:6][CH2:7][CH2:8][N:9]=[C:10]=[O:11])=[O:5]. (3) Given the product [CH2:30]([N:32]([CH2:49][CH3:50])[CH2:33]/[CH:34]=[CH:35]\[C:2]1[CH:7]=[C:6]([F:8])[CH:5]=[CH:4][C:3]=1[S:9]([NH:12][C:13]1[C:25]([C:26]([O:28][CH3:29])=[O:27])=[C:17]2[O:18][CH2:19][C:20]3[N:21]([CH:22]=[CH:23][CH:24]=3)[C:16]2=[CH:15][CH:14]=1)(=[O:11])=[O:10])[CH3:31], predict the reactants needed to synthesize it. The reactants are: Br[C:2]1[CH:7]=[C:6]([F:8])[CH:5]=[CH:4][C:3]=1[S:9]([NH:12][C:13]1[C:25]([C:26]([O:28][CH3:29])=[O:27])=[C:17]2[O:18][CH2:19][C:20]3[N:21]([CH:22]=[CH:23][CH:24]=3)[C:16]2=[CH:15][CH:14]=1)(=[O:11])=[O:10].[CH2:30]([N:32]([CH2:49][CH3:50])[CH2:33]/[CH:34]=[CH:35]\[Sn](CCCC)(CCCC)CCCC)[CH3:31]. (4) Given the product [OH:48][CH:36]([C@@H:22]([NH:21][C:16](=[O:17])[O:15][CH2:14][C:8]1([CH2:1][C:2]2[CH:7]=[CH:6][CH:5]=[CH:4][CH:3]=2)[CH2:13][CH2:12][CH2:11][CH2:10][CH2:9]1)[CH2:23][CH2:24][CH2:25][CH2:26][NH:27][C:28]([N:30]1[CH2:35][CH2:34][O:33][CH2:32][CH2:31]1)=[O:29])[C:37](=[O:47])[NH:38][C@@H:39]([C:41]1[CH:46]=[CH:45][CH:44]=[CH:43][CH:42]=1)[CH3:40], predict the reactants needed to synthesize it. The reactants are: [CH2:1]([C:8]1([CH2:14][OH:15])[CH2:13][CH2:12][CH2:11][CH2:10][CH2:9]1)[C:2]1[CH:7]=[CH:6][CH:5]=[CH:4][CH:3]=1.[C:16](Cl)(Cl)=[O:17].Cl.[NH2:21][C@H:22]([CH:36]([OH:48])[C:37](=[O:47])[NH:38][C@@H:39]([C:41]1[CH:46]=[CH:45][CH:44]=[CH:43][CH:42]=1)[CH3:40])[CH2:23][CH2:24][CH2:25][CH2:26][NH:27][C:28]([N:30]1[CH2:35][CH2:34][O:33][CH2:32][CH2:31]1)=[O:29].C(N(CC)CC)C. (5) Given the product [ClH:1].[CH3:2][O:3][C@H:4]1[C@:9]([O:16][CH3:17])([C:10]2[CH:11]=[CH:12][CH:13]=[CH:14][CH:15]=2)[CH2:8][CH2:7][NH:6][CH2:5]1, predict the reactants needed to synthesize it. The reactants are: [ClH:1].[CH3:2][O:3][C@H:4]1[C@:9]([O:16][CH3:17])([C:10]2[CH:15]=[CH:14][CH:13]=[CH:12][CH:11]=2)[CH2:8][CH2:7][N:6](C(OC(C)(C)C)=O)[CH2:5]1. (6) Given the product [NH2:22][C:20](=[O:21])[CH2:19][O:11][C:3]1[C:2]([Br:1])=[CH:6][S:5][C:4]=1[C:7]([OH:9])=[O:8], predict the reactants needed to synthesize it. The reactants are: [Br:1][C:2]1[C:3]([OH:11])=[C:4]([C:7]([O:9]C)=[O:8])[S:5][CH:6]=1.C(=O)([O-])[O-].[K+].[K+].Br[CH2:19][C:20]([NH2:22])=[O:21]. (7) Given the product [Cl:33][C:30]1[CH:31]=[C:32]2[C:27]([C:26]([CH3:34])=[CH:25][N:24]2[S:21]([C:19]2[C:18]3[C:13](=[CH:14][CH:15]=[CH:16][CH:17]=3)[C:12]([O:35][CH3:36])=[C:11]([N:8]3[CH2:7][CH2:6][NH:5][CH2:10][CH2:9]3)[CH:20]=2)(=[O:23])=[O:22])=[CH:28][CH:29]=1, predict the reactants needed to synthesize it. The reactants are: ClC(Cl)(Cl)C([N:5]1[CH2:10][CH2:9][N:8]([C:11]2[CH:20]=[C:19]([S:21]([N:24]3[C:32]4[C:27](=[CH:28][CH:29]=[C:30]([Cl:33])[CH:31]=4)[C:26]([CH3:34])=[CH:25]3)(=[O:23])=[O:22])[C:18]3[C:13](=[CH:14][CH:15]=[CH:16][CH:17]=3)[C:12]=2[O:35][CH3:36])[CH2:7][CH2:6]1)=O.[OH-].[K+].